From a dataset of Catalyst prediction with 721,799 reactions and 888 catalyst types from USPTO. Predict which catalyst facilitates the given reaction. Reactant: [Br:1][C:2]1[CH:7]=[C:6]([Br:8])[C:5]([OH:9])=[C:4]([F:10])[C:3]=1[CH3:11].[C:12]([O-])([O-])=O.[K+].[K+].CI. Product: [Br:8][C:6]1[CH:7]=[C:2]([Br:1])[C:3]([CH3:11])=[C:4]([F:10])[C:5]=1[O:9][CH3:12]. The catalyst class is: 23.